From a dataset of Reaction yield outcomes from USPTO patents with 853,638 reactions. Predict the reaction yield, written as a fraction of the theoretical maximum amount of product (1.0 means a 100% yield; for example, 0.34 means a 34% yield). (1) The reactants are [CH2:1]([C:3]1[C:11](/[C:12](/[CH3:15])=[CH:13]\[CH3:14])=[C:6]2[CH:7]=[CH:8][CH:9]=[CH:10][N:5]2[N:4]=1)[CH3:2].C(C1C(C(CC)=C)=C2C=CC=CN2N=1)C.C1CCCCC=1. The catalyst is [Pd]. The product is [CH:12]([C:11]1[C:3]([CH2:1][CH3:2])=[N:4][N:5]2[CH:10]=[CH:9][CH:8]=[CH:7][C:6]=12)([CH2:13][CH3:14])[CH3:15]. The yield is 0.860. (2) The reactants are [Na].[Cl:2][C:3]1[CH:8]=[CH:7][C:6]([C:9](=[O:11])[CH3:10])=[CH:5][CH:4]=1.[C:12](OCC)(=[O:18])[C:13]([O:15][CH2:16][CH3:17])=[O:14]. The catalyst is C(O)C. The product is [Cl:2][C:3]1[CH:8]=[CH:7][C:6]([C:9](=[O:11])[CH2:10][C:12](=[O:18])[C:13]([O:15][CH2:16][CH3:17])=[O:14])=[CH:5][CH:4]=1. The yield is 0.970. (3) The reactants are [CH2:1]([S:8][CH:9]([CH:19](OC)[O:20]C)[CH2:10][NH:11][C:12](=[O:18])[O:13][C:14]([CH3:17])([CH3:16])[CH3:15])[C:2]1[CH:7]=[CH:6][CH:5]=[CH:4][CH:3]=1.C(O)(=O)C. The catalyst is O1CCCC1.O. The product is [CH2:1]([S:8][CH:9]([CH:19]=[O:20])[CH2:10][NH:11][C:12](=[O:18])[O:13][C:14]([CH3:17])([CH3:15])[CH3:16])[C:2]1[CH:3]=[CH:4][CH:5]=[CH:6][CH:7]=1. The yield is 0.660. (4) The reactants are [N-:1]=[N+:2]=[N-:3].[Na+].[CH3:5][C:6]1[C:10]2[CH:11]=[CH:12][C:13]([N:15]3[CH2:19][C@H:18]([CH2:20]OS(C)(=O)=O)[O:17][C:16]3=[O:26])=[CH:14][C:9]=2[O:8][N:7]=1.CCOC(C)=O.O. The catalyst is CN(C=O)C. The product is [N:1]([CH2:20][C@@H:18]1[O:17][C:16](=[O:26])[N:15]([C:13]2[CH:12]=[CH:11][C:10]3[C:6]([CH3:5])=[N:7][O:8][C:9]=3[CH:14]=2)[CH2:19]1)=[N+:2]=[N-:3]. The yield is 1.00. (5) The reactants are [F:1][C:2]1[CH:19]=[CH:18][CH:17]=[CH:16][C:3]=1[O:4][C:5]1[N:10]=[CH:9][C:8]([CH2:11][C:12](Cl)=[N:13][OH:14])=[CH:7][CH:6]=1.O1CCCC1.[C:25]([C:27]1[CH:28]=[CH:29][C:30]([NH2:33])=[N:31][CH:32]=1)#[CH:26].C(N(CC)CC)C. The catalyst is O. The product is [F:1][C:2]1[CH:19]=[CH:18][CH:17]=[CH:16][C:3]=1[O:4][C:5]1[N:10]=[CH:9][C:8]([CH2:11][C:12]2[CH:26]=[C:25]([C:27]3[CH:28]=[CH:29][C:30]([NH2:33])=[N:31][CH:32]=3)[O:14][N:13]=2)=[CH:7][CH:6]=1. The yield is 0.170.